This data is from Aqueous solubility values for 9,982 compounds from the AqSolDB database. The task is: Regression/Classification. Given a drug SMILES string, predict its absorption, distribution, metabolism, or excretion properties. Task type varies by dataset: regression for continuous measurements (e.g., permeability, clearance, half-life) or binary classification for categorical outcomes (e.g., BBB penetration, CYP inhibition). For this dataset (solubility_aqsoldb), we predict Y. The molecule is CCCCNC(=S)N(CCCC)CCCC. The Y is -4.18 log mol/L.